Dataset: Reaction yield outcomes from USPTO patents with 853,638 reactions. Task: Predict the reaction yield, written as a fraction of the theoretical maximum amount of product (1.0 means a 100% yield; for example, 0.34 means a 34% yield). (1) The reactants are [O:1]=[C:2]1[NH:7][C:6]2[CH:8]=[CH:9][CH:10]=[N:11][C:5]=2[CH2:4][N:3]1[CH2:12][CH:13]1[CH2:18][CH2:17][N:16]([C:19]([O:21][C:22]([CH3:25])([CH3:24])[CH3:23])=[O:20])[CH2:15][CH2:14]1.[F:26][C:27]1[CH:34]=[CH:33][C:32](I)=[CH:31][C:28]=1[C:29]#[N:30]. No catalyst specified. The product is [C:29]([C:28]1[CH:31]=[C:32]([N:7]2[C:6]3[CH:8]=[CH:9][CH:10]=[N:11][C:5]=3[CH2:4][N:3]([CH2:12][CH:13]3[CH2:14][CH2:15][N:16]([C:19]([O:21][C:22]([CH3:25])([CH3:24])[CH3:23])=[O:20])[CH2:17][CH2:18]3)[C:2]2=[O:1])[CH:33]=[CH:34][C:27]=1[F:26])#[N:30]. The yield is 0.540. (2) The reactants are [F:1][C:2]1[CH:3]=[C:4]([CH:24]=[C:25]([F:33])[C:26]=1[C:27]([CH3:32])([CH3:31])[CH2:28][O:29][CH3:30])[N:5](CC1C=CC(OC)=CC=1)CC1C=CC(OC)=CC=1. The catalyst is C(O)(C(F)(F)F)=O. The product is [F:1][C:2]1[CH:3]=[C:4]([CH:24]=[C:25]([F:33])[C:26]=1[C:27]([CH3:31])([CH3:32])[CH2:28][O:29][CH3:30])[NH2:5]. The yield is 0.990.